This data is from Peptide-MHC class II binding affinity with 134,281 pairs from IEDB. The task is: Regression. Given a peptide amino acid sequence and an MHC pseudo amino acid sequence, predict their binding affinity value. This is MHC class II binding data. (1) The peptide sequence is QKEYMERQGKTPLGL. The MHC is DRB1_0101 with pseudo-sequence DRB1_0101. The binding affinity (normalized) is 0.559. (2) The MHC is DRB3_0202 with pseudo-sequence DRB3_0202. The binding affinity (normalized) is 0.315. The peptide sequence is AWMSAAATQAEQAAT. (3) The MHC is DRB1_1302 with pseudo-sequence DRB1_1302. The peptide sequence is TSKLDAAYKLAYKTAEGATP. The binding affinity (normalized) is 0.0921. (4) The peptide sequence is PVTEEPGMAKIPAGE. The MHC is HLA-DPA10301-DPB10402 with pseudo-sequence HLA-DPA10301-DPB10402. The binding affinity (normalized) is 0. (5) The peptide sequence is PIIIDQKYCPNKICT. The MHC is DRB1_0701 with pseudo-sequence DRB1_0701. The binding affinity (normalized) is 0.480. (6) The peptide sequence is FLTGPLNFTGPCKGD. The MHC is DRB1_1501 with pseudo-sequence DRB1_1501. The binding affinity (normalized) is 0.249. (7) The peptide sequence is AHARSYQTLSTQAAA. The MHC is HLA-DQA10501-DQB10201 with pseudo-sequence HLA-DQA10501-DQB10201. The binding affinity (normalized) is 0.371.